From a dataset of Forward reaction prediction with 1.9M reactions from USPTO patents (1976-2016). Predict the product of the given reaction. (1) Given the reactants [H][H].[N+:3]([C:6]1[CH:7]=[C:8]([C:23]([O:25][CH3:26])=[O:24])[C:9]2[CH2:10][N:11]([CH:16]([CH2:20][CH2:21][CH3:22])[CH2:17][CH2:18][CH3:19])[C:12](=[O:15])[C:13]=2[CH:14]=1)([O-])=O, predict the reaction product. The product is: [NH2:3][C:6]1[CH:7]=[C:8]([C:23]([O:25][CH3:26])=[O:24])[C:9]2[CH2:10][N:11]([CH:16]([CH2:20][CH2:21][CH3:22])[CH2:17][CH2:18][CH3:19])[C:12](=[O:15])[C:13]=2[CH:14]=1. (2) Given the reactants [Cl:1][C:2]1[N:10]=[C:9]([CH3:11])[CH:8]=[CH:7][C:3]=1[C:4]([OH:6])=[O:5].[C:12](=O)([O-])[O-].[K+].[K+].CI, predict the reaction product. The product is: [CH3:12][O:5][C:4](=[O:6])[C:3]1[CH:7]=[CH:8][C:9]([CH3:11])=[N:10][C:2]=1[Cl:1]. (3) The product is: [Cl:18][C:15]1[CH:16]=[CH:17][C:12]([S:11][C:10]2[C:5]3[C:6](=[N:7][CH:2]=[CH:3][CH:4]=3)[NH:8][C:9]=2[CH2:19][OH:20])=[CH:13][CH:14]=1. Given the reactants Br[C:2]1[N:7]=[C:6]2[NH:8][C:9]([C:19](OCC)=[O:20])=[C:10]([S:11][C:12]3[CH:17]=[CH:16][C:15]([Cl:18])=[CH:14][CH:13]=3)[C:5]2=[CH:4][CH:3]=1.[H-].[Al+3].[Li+].[H-].[H-].[H-], predict the reaction product. (4) Given the reactants [C:1]([C:5]1[CH:11]=[CH:10][CH:9]=[CH:8][C:6]=1[NH2:7])([CH3:4])([CH3:3])[CH3:2].C(=O)([O-])[O-].[K+].[K+].[Br:18][CH2:19][CH2:20][C:21](Cl)=[O:22].O, predict the reaction product. The product is: [Br:18][CH2:19][CH2:20][C:21]([NH:7][C:6]1[CH:8]=[CH:9][CH:10]=[CH:11][C:5]=1[C:1]([CH3:4])([CH3:2])[CH3:3])=[O:22].